This data is from Forward reaction prediction with 1.9M reactions from USPTO patents (1976-2016). The task is: Predict the product of the given reaction. (1) Given the reactants [CH2:1]([O:3][CH2:4][C:5]([OH:7])=O)[CH3:2].[OH:8][C:9]1[C:14]2[CH:15]=[CH:16][C:17]([O:20][CH:21]3[CH2:26][CH2:25][CH2:24][CH2:23][O:22]3)=[C:18]([CH3:19])[C:13]=2[O:12][C:11](=[O:27])[CH:10]=1.Cl.CN(C)CCCN=C=NCC, predict the reaction product. The product is: [CH2:1]([O:3][CH2:4][C:5]([C:10]1[C:11](=[O:27])[O:12][C:13]2[C:18]([CH3:19])=[C:17]([O:20][CH:21]3[CH2:26][CH2:25][CH2:24][CH2:23][O:22]3)[CH:16]=[CH:15][C:14]=2[C:9]=1[OH:8])=[O:7])[CH3:2]. (2) Given the reactants [S:1]1[CH:5]=[CH:4][C:3]2[C:6]([N:10]3[CH2:15][CH2:14][N:13]([CH2:16][CH2:17][CH2:18][CH2:19][O:20][C:21]4[CH:30]=[C:29]5[C:24]([CH2:25][CH2:26][C:27](=[O:31])[NH:28]5)=[CH:23][CH:22]=4)[CH2:12][CH2:11]3)=[CH:7][CH:8]=[CH:9][C:2]1=2.[CH2:32]=[O:33].C(N(CC)CC)C.O, predict the reaction product. The product is: [S:1]1[CH:5]=[CH:4][C:3]2[C:6]([N:10]3[CH2:11][CH2:12][N:13]([CH2:16][CH2:17][CH2:18][CH2:19][O:20][C:21]4[CH:30]=[C:29]5[C:24]([CH2:25][CH2:26][C:27](=[O:31])[N:28]5[CH2:32][OH:33])=[CH:23][CH:22]=4)[CH2:14][CH2:15]3)=[CH:7][CH:8]=[CH:9][C:2]1=2. (3) Given the reactants Cl[C:2]1[CH:7]=[C:6]([N:8]2[CH2:13][CH2:12][N:11]([C:14]([O:16][C:17]([CH3:20])([CH3:19])[CH3:18])=[O:15])[CH2:10][CH2:9]2)[CH:5]=[CH:4][N:3]=1.[C:21]1(OB(O)O)[CH:26]=[CH:25][CH:24]=[CH:23][CH:22]=1.P([O-])([O-])([O-])=O.[K+].[K+].[K+], predict the reaction product. The product is: [C:21]1([C:2]2[CH:7]=[C:6]([N:8]3[CH2:13][CH2:12][N:11]([C:14]([O:16][C:17]([CH3:20])([CH3:19])[CH3:18])=[O:15])[CH2:10][CH2:9]3)[CH:5]=[CH:4][N:3]=2)[CH:26]=[CH:25][CH:24]=[CH:23][CH:22]=1.